Task: Predict the product of the given reaction.. Dataset: Forward reaction prediction with 1.9M reactions from USPTO patents (1976-2016) Given the reactants Cl.[NH2:2][CH:3]1[CH2:8][CH2:7][N:6]([CH2:9][C@@H:10]([C:12]2[C:21]3[C:16](=[CH:17][CH:18]=[C:19]([O:22][CH3:23])[CH:20]=3)[N:15]=[CH:14][CH:13]=2)[OH:11])[CH2:5][CH2:4]1.[N:24]1[C:33]2[NH:32][CH2:31][CH2:30][CH2:29][C:28]=2[CH:27]=[CH:26][C:25]=1[CH:34]=O.C(N(CC)CC)C.[O-]S([O-])(=O)=O.[Na+].[Na+].[BH4-].[Na+], predict the reaction product. The product is: [CH3:23][O:22][C:19]1[CH:20]=[C:21]2[C:16](=[CH:17][CH:18]=1)[N:15]=[CH:14][CH:13]=[C:12]2[C@@H:10]([OH:11])[CH2:9][N:6]1[CH2:7][CH2:8][CH:3]([NH:2][CH2:34][C:25]2[CH:26]=[CH:27][C:28]3[CH2:29][CH2:30][CH2:31][NH:32][C:33]=3[N:24]=2)[CH2:4][CH2:5]1.